Dataset: Reaction yield outcomes from USPTO patents with 853,638 reactions. Task: Predict the reaction yield, written as a fraction of the theoretical maximum amount of product (1.0 means a 100% yield; for example, 0.34 means a 34% yield). (1) The reactants are [CH3:1][N:2]([C:11]1[CH:12]=[CH:13][CH:14]=[C:15]2[C:19]=1[NH:18][C:17]([C:20]1[S:21][C:22]3([CH2:29][CH2:28][NH:27][CH2:26][CH2:25]3)[CH2:23][N:24]=1)=[CH:16]2)[S:3]([C:6]1[S:7][CH:8]=[CH:9][CH:10]=1)(=[O:5])=[O:4].Cl[CH2:31][C:32]1N=CO[N:33]=1.C(=O)([O-])[O-].[K+].[K+].CN(C)C=O. The catalyst is O. The product is [C:32]([CH2:31][N:27]1[CH2:28][CH2:29][C:22]2([S:21][C:20]([C:17]3[NH:18][C:19]4[C:15]([CH:16]=3)=[CH:14][CH:13]=[CH:12][C:11]=4[N:2]([CH3:1])[S:3]([C:6]3[S:7][CH:8]=[CH:9][CH:10]=3)(=[O:4])=[O:5])=[N:24][CH2:23]2)[CH2:25][CH2:26]1)#[N:33]. The yield is 0.470. (2) The reactants are [Cl:1][C:2]1[CH:3]=[C:4]2[C:9](=[CH:10][CH:11]=1)[N:8]=[C:7]([CH3:12])[CH:6]=[CH:5]2.[CH3:13][O:14][S:15]([O:18]C)(=[O:17])=[O:16]. No catalyst specified. The product is [CH3:13][O:14][S:15]([O-:18])(=[O:17])=[O:16].[CH3:13][N+:8]1[C:9]2[C:4](=[CH:3][C:2]([Cl:1])=[CH:11][CH:10]=2)[CH:5]=[CH:6][C:7]=1[CH3:12]. The yield is 0.950. (3) The reactants are [CH3:1][N:2]1[CH2:7][CH2:6][N:5]([C:8]2[CH:13]=[CH:12][C:11]([N+:14]([O-])=O)=[C:10]([C:17]3[S:18][CH:19]=[CH:20][C:21]=3[CH3:22])[CH:9]=2)[CH2:4][CH2:3]1. The catalyst is CO.[Pd]. The product is [CH3:1][N:2]1[CH2:3][CH2:4][N:5]([C:8]2[CH:13]=[CH:12][C:11]([NH2:14])=[C:10]([C:17]3[S:18][CH:19]=[CH:20][C:21]=3[CH3:22])[CH:9]=2)[CH2:6][CH2:7]1. The yield is 0.720. (4) The reactants are FC(F)(F)C(O)=O.[CH3:8][N:9]([CH3:37])[CH2:10][CH2:11][C:12]([C:21]1[CH:26]=[CH:25][C:24]([O:27][CH2:28][CH2:29][CH2:30][N:31]2[CH2:36][CH2:35][CH2:34][CH2:33][CH2:32]2)=[CH:23][CH:22]=1)(O)[CH2:13][C:14]1[CH:19]=[CH:18][CH:17]=[CH:16][CH:15]=1.CN(C)CCC(C1C=CC(OCCCN2CCCCC2)=CC=1)=O.C([Mg]Br)C1C=CC=CC=1.[NH4+].[Cl-].C([O-])(O)=O.[Na+]. The catalyst is C1COCC1.CCOC(C)=O. The product is [CH3:37][N:9]([CH3:8])[CH2:10][CH2:11][CH:12]([C:21]1[CH:22]=[CH:23][C:24]([O:27][CH2:28][CH2:29][CH2:30][N:31]2[CH2:32][CH2:33][CH2:34][CH2:35][CH2:36]2)=[CH:25][CH:26]=1)[CH2:13][C:14]1[CH:15]=[CH:16][CH:17]=[CH:18][CH:19]=1. The yield is 0.200. (5) The reactants are [CH3:1][O:2][C:3]1[CH:4]=[C:5]2[C:9](=[CH:10][CH:11]=1)[N:8]([CH3:12])[CH:7]=[C:6]2[C:13]1[N:23]([CH2:24][O:25][CH2:26][CH2:27][Si:28]([CH3:31])([CH3:30])[CH3:29])[C:16]2=[N:17][CH:18]=[C:19]([CH2:21][NH2:22])[N:20]=[C:15]2[CH:14]=1.[O:32]1[CH2:36][CH2:35][CH2:34][C:33]1=[O:37].N1C=NC=N1.C1CCN2C(=NCCC2)CC1. The catalyst is C(Cl)Cl. The product is [OH:37][CH2:33][CH2:34][CH2:35][C:36]([NH:22][CH2:21][C:19]1[N:20]=[C:15]2[CH:14]=[C:13]([C:6]3[C:5]4[C:9](=[CH:10][CH:11]=[C:3]([O:2][CH3:1])[CH:4]=4)[N:8]([CH3:12])[CH:7]=3)[N:23]([CH2:24][O:25][CH2:26][CH2:27][Si:28]([CH3:30])([CH3:29])[CH3:31])[C:16]2=[N:17][CH:18]=1)=[O:32]. The yield is 0.420. (6) The yield is 0.510. The product is [CH3:40][NH:41][C:42]1[N:47]=[C:46]([CH2:48][CH2:49][O:15][C:16]2[CH:39]=[CH:38][C:19]3[CH2:20][C@@H:21]([CH2:34][C:35]([OH:37])=[O:36])[C:22](=[O:33])[N:23]([CH2:25][CH2:26][C:27]4[CH:32]=[CH:31][CH:30]=[CH:29][CH:28]=4)[CH2:24][C:18]=3[CH:17]=2)[CH:45]=[CH:44][CH:43]=1. The reactants are N(C(OC(C)C)=O)=NC(OC(C)C)=O.[OH:15][C:16]1[CH:39]=[CH:38][C:19]2[CH2:20][C@@H:21]([CH2:34][C:35]([O-:37])=[O:36])[C:22](=[O:33])[N:23]([CH2:25][CH2:26][C:27]3[CH:32]=[CH:31][CH:30]=[CH:29][CH:28]=3)[CH2:24][C:18]=2[CH:17]=1.[CH3:40][NH:41][C:42]1[N:47]=[C:46]([CH:48](O)[CH3:49])[CH:45]=[CH:44][CH:43]=1.C1(P(C2C=CC=CC=2)C2C=CC=CC=2)C=CC=CC=1. The catalyst is C1COCC1. (7) The reactants are [NH2:1][C:2]1[CH:7]=[CH:6][N:5]=[CH:4][CH:3]=1.[C:8](Cl)(=[O:13])[C:9]([CH3:12])([CH3:11])[CH3:10].C(N(CC)CC)C. The catalyst is ClCCl.O. The product is [CH3:10][C:9]([CH3:12])([CH3:11])[C:8]([NH:1][C:2]1[CH:7]=[CH:6][N:5]=[CH:4][CH:3]=1)=[O:13]. The yield is 0.740.